Dataset: Forward reaction prediction with 1.9M reactions from USPTO patents (1976-2016). Task: Predict the product of the given reaction. (1) Given the reactants C(OC(=O)NC1C=CC(Cl)=CC=1[N+]([O-])=O)(C)(C)C.[CH3:19][S:20](C1C2C(=CC=CC=2)NC=1)(=[O:22])=[O:21].[Cl:32][C:33]1[CH:50]=[CH:49][C:36]2[N:37]([CH2:42][CH2:43]CS(C)(=O)=O)[C:38]([CH2:40][Cl:41])=[N:39][C:35]=2[CH:34]=1, predict the reaction product. The product is: [Cl:32][C:33]1[CH:50]=[CH:49][C:36]2[N:37]([CH2:42][CH2:43][S:20]([CH3:19])(=[O:22])=[O:21])[C:38]([CH2:40][Cl:41])=[N:39][C:35]=2[CH:34]=1. (2) Given the reactants [N:1]1[C:10]2[C:5](=[CH:6][C:7]([NH:11][C:12]3[C:21]4[C:16](=[C:17](B5OC(C)(C)C(C)(C)O5)[CH:18]=[CH:19][CH:20]=4)[CH:15]=[CH:14][N:13]=3)=[CH:8][CH:9]=2)[CH:4]=[CH:3][CH:2]=1.Br[C:32]1[CH:33]=[CH:34][C:35]([Cl:39])=[C:36]([OH:38])[CH:37]=1, predict the reaction product. The product is: [Cl:39][C:35]1[CH:34]=[CH:33][C:32]([C:17]2[CH:18]=[CH:19][CH:20]=[C:21]3[C:16]=2[CH:15]=[CH:14][N:13]=[C:12]3[NH:11][C:7]2[CH:6]=[C:5]3[C:10](=[CH:9][CH:8]=2)[N:1]=[CH:2][CH:3]=[CH:4]3)=[CH:37][C:36]=1[OH:38]. (3) Given the reactants [OH-].[Na+].[C:3]([O:7][C:8]([NH:10][C@H:11]([CH2:16][S:17][C:18]1[CH:27]=[CH:26][C:25]2[C:20](=[CH:21][CH:22]=[C:23]([Cl:28])[CH:24]=2)[CH:19]=1)[C:12]([O:14]C)=[O:13])=[O:9])([CH3:6])([CH3:5])[CH3:4], predict the reaction product. The product is: [C:3]([O:7][C:8]([NH:10][C@H:11]([CH2:16][S:17][C:18]1[CH:27]=[CH:26][C:25]2[C:20](=[CH:21][CH:22]=[C:23]([Cl:28])[CH:24]=2)[CH:19]=1)[C:12]([OH:14])=[O:13])=[O:9])([CH3:6])([CH3:4])[CH3:5]. (4) Given the reactants [F:1][C:2]([F:7])([F:6])[C:3]([OH:5])=[O:4].[CH2:8]([S:10]([N:13]1[CH2:18][CH2:17][CH:16]([C:19]2[C:27]3[C:22](=[C:23]([C:43]([NH2:45])=[O:44])[CH:24]=[C:25]([C:28]4[CH:33]=[C:32]([CH2:34][NH:35]C[C@@H]5CCCO5)[CH:31]=[C:30]([F:42])[CH:29]=4)[CH:26]=3)[NH:21][CH:20]=2)[CH2:15][CH2:14]1)(=[O:12])=[O:11])[CH3:9].O1C[CH2:49][CH2:48][C@H:47]1[CH2:51]N, predict the reaction product. The product is: [F:1][C:2]([F:7])([F:6])[C:3]([OH:5])=[O:4].[CH2:8]([S:10]([N:13]1[CH2:18][CH2:17][CH:16]([C:19]2[C:27]3[C:22](=[C:23]([C:43]([NH2:45])=[O:44])[CH:24]=[C:25]([C:28]4[CH:33]=[C:32]([CH2:34][NH:35][CH:47]([CH3:51])[CH2:48][CH3:49])[CH:31]=[C:30]([F:42])[CH:29]=4)[CH:26]=3)[NH:21][CH:20]=2)[CH2:15][CH2:14]1)(=[O:11])=[O:12])[CH3:9]. (5) Given the reactants [C:1]([N:8]1[CH2:13][CH2:12][N:11]([C:14]2[CH:19]=[CH:18][CH:17]=[CH:16][C:15]=2[NH:20][CH2:21][CH:22]([CH3:24])[CH3:23])[CH2:10][CH2:9]1)([O:3][C:4]([CH3:7])([CH3:6])[CH3:5])=[O:2].CCN(CC)CC.[C:32](OC(=O)C)(=[O:34])[CH3:33], predict the reaction product. The product is: [C:1]([N:8]1[CH2:13][CH2:12][N:11]([C:14]2[CH:19]=[CH:18][CH:17]=[CH:16][C:15]=2[N:20]([C:32](=[O:34])[CH3:33])[CH2:21][CH:22]([CH3:24])[CH3:23])[CH2:10][CH2:9]1)([O:3][C:4]([CH3:7])([CH3:6])[CH3:5])=[O:2]. (6) The product is: [CH:1]1([NH:4][C:25](=[O:26])[C:24]2[CH:29]=[CH:30][C:31]([CH3:32])=[C:22]([N:18]3[CH:19]=[CH:20][N:21]=[C:16]([NH:15][C:12]4([C:7]5[CH:8]=[CH:9][CH:10]=[CH:11][C:6]=5[OH:5])[CH2:14][CH2:13]4)[C:17]3=[O:33])[CH:23]=2)[CH2:3][CH2:2]1. Given the reactants [CH:1]1([NH2:4])[CH2:3][CH2:2]1.[OH:5][C:6]1[CH:11]=[CH:10][CH:9]=[CH:8][C:7]=1[C:12]1([NH:15][C:16]2[C:17](=[O:33])[N:18]([C:22]3[CH:23]=[C:24]([CH:29]=[CH:30][C:31]=3[CH3:32])[C:25](OC)=[O:26])[CH:19]=[CH:20][N:21]=2)[CH2:14][CH2:13]1.C([Mg]Cl)(C)C.Cl, predict the reaction product.